Dataset: Full USPTO retrosynthesis dataset with 1.9M reactions from patents (1976-2016). Task: Predict the reactants needed to synthesize the given product. (1) The reactants are: [H-].[Na+].[CH3:3][S:4][C:5]1[CH:6]=[CH:7][C:8]([C:11](=[O:13])[CH3:12])=[N:9][CH:10]=1.[F:14][C:15]([F:22])([F:21])[C:16](OCC)=[O:17]. Given the product [F:14][C:15]([F:22])([F:21])[C:16](=[O:17])[CH2:12][C:11]([C:8]1[CH:7]=[CH:6][C:5]([S:4][CH3:3])=[CH:10][N:9]=1)=[O:13], predict the reactants needed to synthesize it. (2) Given the product [NH2:1][C:2]([NH:4][C:5]1[NH:6][C:7]([C:13]2[CH:18]=[CH:17][CH:16]=[C:15]([O:19][C:23]3[CH:28]=[CH:27][C:26]([N+:29]([O-:31])=[O:30])=[CH:25][CH:24]=3)[CH:14]=2)=[CH:8][C:9]=1[C:10]([NH2:12])=[O:11])=[O:3], predict the reactants needed to synthesize it. The reactants are: [NH2:1][C:2]([NH:4][C:5]1[NH:6][C:7]([C:13]2[CH:18]=[CH:17][CH:16]=[C:15]([OH:19])[CH:14]=2)=[CH:8][C:9]=1[C:10]([NH2:12])=[O:11])=[O:3].[H-].[Na+].F[C:23]1[CH:28]=[CH:27][C:26]([N+:29]([O-:31])=[O:30])=[CH:25][CH:24]=1.[Cl-].[NH4+].